From a dataset of Full USPTO retrosynthesis dataset with 1.9M reactions from patents (1976-2016). Predict the reactants needed to synthesize the given product. (1) Given the product [Cl:43][C:38]1[CH:37]=[C:36]([CH:41]=[CH:40][C:39]=1[F:42])[NH:35][C:25]1[C:24]2[C:29](=[CH:30][C:31]([O:33][CH3:34])=[CH:32][C:23]=2[O:22][CH2:21][C@@H:11]2[NH:12][CH2:13][C@H:9]([OH:8])[CH2:10]2)[N:28]=[CH:27][N:26]=1, predict the reactants needed to synthesize it. The reactants are: [Si]([O:8][C@H:9]1[CH2:13][N:12](C(OC(C)(C)C)=O)[C@@H:11]([CH2:21][O:22][C:23]2[CH:32]=[C:31]([O:33][CH3:34])[CH:30]=[C:29]3[C:24]=2[C:25]([NH:35][C:36]2[CH:41]=[CH:40][C:39]([F:42])=[C:38]([Cl:43])[CH:37]=2)=[N:26][CH:27]=[N:28]3)[CH2:10]1)(C(C)(C)C)(C)C.C(#N)C. (2) Given the product [CH:6]1([N:8]2[CH2:12][CH2:11][CH2:10][C@H:9]2[CH2:13][N:14]([CH2:15][C:16]2[CH:25]=[N:24][C:23]3[C:18](=[CH:19][CH:20]=[CH:21][CH:22]=3)[N:17]=2)[C:26]([C:28]2[CH:38]=[C:37]([O:39][CH3:40])[C:31]3[O:32][C:33]([CH3:35])([CH3:36])[O:34][C:30]=3[CH:29]=2)=[O:27])[CH2:47][CH2:44][CH2:45]1, predict the reactants needed to synthesize it. The reactants are: C(O[C:6]([N:8]1[CH2:12][CH2:11][CH2:10][C@H:9]1[CH2:13][N:14]([C:26]([C:28]1[CH:38]=[C:37]([O:39][CH3:40])[C:31]2[O:32][C:33]([CH3:36])([CH3:35])[O:34][C:30]=2[CH:29]=1)=[O:27])[CH2:15][C:16]1[CH:25]=[N:24][C:23]2[C:18](=[CH:19][CH:20]=[CH:21][CH:22]=2)[N:17]=1)=O)(C)(C)C.ClCCl.[C:44]1(=O)[CH2:47]C[CH2:45]1.C(O[BH-](OC(=O)C)OC(=O)C)(=O)C.[Na+]. (3) Given the product [CH3:3][N:4]1[CH:8]=[C:7]([C:9]2[CH:32]=[CH:31][C:12]3[N:13]([C:16]4[CH:17]=[C:18]([CH:19]=[C:20]([N:22]5[CH:26]=[CH:25][CH:24]=[CH:23]5)[CH:21]=4)[NH2:27])[CH:14]=[N:15][C:11]=3[CH:10]=2)[N:6]=[N:5]1, predict the reactants needed to synthesize it. The reactants are: [OH-].[Na+].[CH3:3][N:4]1[CH:8]=[C:7]([C:9]2[CH:32]=[CH:31][C:12]3[N:13]([C:16]4[CH:17]=[C:18]([NH:27]C(=O)C)[CH:19]=[C:20]([N:22]5[CH:26]=[CH:25][CH:24]=[CH:23]5)[CH:21]=4)[CH:14]=[N:15][C:11]=3[CH:10]=2)[N:6]=[N:5]1.